From a dataset of Peptide-MHC class I binding affinity with 185,985 pairs from IEDB/IMGT. Regression. Given a peptide amino acid sequence and an MHC pseudo amino acid sequence, predict their binding affinity value. This is MHC class I binding data. (1) The peptide sequence is NMWREILSNT. The MHC is HLA-A02:01 with pseudo-sequence HLA-A02:01. The binding affinity (normalized) is 0.362. (2) The peptide sequence is RVFGFRTAK. The MHC is HLA-B07:02 with pseudo-sequence HLA-B07:02. The binding affinity (normalized) is 0.411. (3) The peptide sequence is IPWTHKVGNF. The MHC is Patr-B1301 with pseudo-sequence Patr-B1301. The binding affinity (normalized) is 0.897. (4) The peptide sequence is YLQSKGKDI. The MHC is HLA-A30:01 with pseudo-sequence HLA-A30:01. The binding affinity (normalized) is 0.0847. (5) The peptide sequence is AFRHVAREL. The MHC is HLA-A23:01 with pseudo-sequence HLA-A23:01. The binding affinity (normalized) is 0.00257.